Dataset: Forward reaction prediction with 1.9M reactions from USPTO patents (1976-2016). Task: Predict the product of the given reaction. (1) Given the reactants [CH3:1][O:2][CH2:3][CH:4]=[CH2:5].C12BC(CCC1)CCC2.Br[C:16]1[CH:17]=[C:18]([CH:21]=[C:22]([O:24][CH2:25][CH2:26][O:27][CH3:28])[CH:23]=1)[CH:19]=[O:20].P([O-])([O-])([O-])=O.[K+].[K+].[K+], predict the reaction product. The product is: [CH3:28][O:27][CH2:26][CH2:25][O:24][C:22]1[CH:21]=[C:18]([CH:17]=[C:16]([CH2:5][CH2:4][CH2:3][O:2][CH3:1])[CH:23]=1)[CH:19]=[O:20]. (2) Given the reactants Cl[C:2]1[N:7]=[CH:6][C:5]([NH:8][C:9]([C:11]2[CH:12]=[N:13][N:14]([C:17]3[CH:22]=[CH:21][C:20]([C:23]([F:26])([F:25])[F:24])=[CH:19][N:18]=3)[C:15]=2[CH3:16])=[O:10])=[CH:4][C:3]=1[C:27]#[N:28].CC1(C)C(C)(C)OB([C:37]2[CH2:42][CH2:41][CH:40]([N:43]3[CH2:48][CH2:47][O:46][CH2:45][CH2:44]3)[CH2:39][CH:38]=2)O1, predict the reaction product. The product is: [C:27]([C:3]1[CH:4]=[C:5]([NH:8][C:9]([C:11]2[CH:12]=[N:13][N:14]([C:17]3[CH:22]=[CH:21][C:20]([C:23]([F:26])([F:24])[F:25])=[CH:19][N:18]=3)[C:15]=2[CH3:16])=[O:10])[CH:6]=[N:7][C:2]=1[C:37]1[CH2:42][CH2:41][CH:40]([N:43]2[CH2:44][CH2:45][O:46][CH2:47][CH2:48]2)[CH2:39][CH:38]=1)#[N:28]. (3) Given the reactants [N:1]1[CH:6]=[CH:5][CH:4]=[CH:3][C:2]=1[C:7](=[S:9])[NH2:8].N1C=CC=CC=1.Br[CH:17]([CH:20]=O)[CH:18]=[O:19], predict the reaction product. The product is: [N:1]1[CH:6]=[CH:5][CH:4]=[CH:3][C:2]=1[C:7]1[S:9][C:17]([CH:18]=[O:19])=[CH:20][N:8]=1. (4) Given the reactants [NH:1]1[CH2:6][CH2:5][NH:4][CH2:3][CH2:2]1.Cl[CH2:8][C:9]1[N:18]([C:19]2[CH:24]=[CH:23][CH:22]=[CH:21][C:20]=2[O:25][CH:26]([CH3:28])[CH3:27])[C:17](=[O:29])[C:16]2[C:11](=[CH:12][CH:13]=[CH:14][CH:15]=2)[N:10]=1, predict the reaction product. The product is: [CH:26]([O:25][C:20]1[CH:21]=[CH:22][CH:23]=[CH:24][C:19]=1[N:18]1[C:17](=[O:29])[C:16]2[C:11](=[CH:12][CH:13]=[CH:14][CH:15]=2)[N:10]=[C:9]1[CH2:8][N:1]1[CH2:6][CH2:5][NH:4][CH2:3][CH2:2]1)([CH3:28])[CH3:27]. (5) Given the reactants C([O:5][C:6](=[O:35])[CH2:7][N:8]1[C:16]2[C:11](=[CH:12][CH:13]=[C:14]([Cl:18])[C:15]=2[F:17])[C:10]([S:19][C:20]2[C:21]([F:31])=[C:22]([CH:28]=[CH:29][CH:30]=2)[C:23]([O:25][CH2:26][CH3:27])=[O:24])=[C:9]1[CH:32]1[CH2:34][CH2:33]1)(C)(C)C.C(O)(C(F)(F)F)=O, predict the reaction product. The product is: [Cl:18][C:14]1[C:15]([F:17])=[C:16]2[C:11]([C:10]([S:19][C:20]3[CH:30]=[CH:29][CH:28]=[C:22]([C:23]([O:25][CH2:26][CH3:27])=[O:24])[C:21]=3[F:31])=[C:9]([CH:32]3[CH2:34][CH2:33]3)[N:8]2[CH2:7][C:6]([OH:35])=[O:5])=[CH:12][CH:13]=1.